This data is from Full USPTO retrosynthesis dataset with 1.9M reactions from patents (1976-2016). The task is: Predict the reactants needed to synthesize the given product. (1) Given the product [NH2:1][C:4]1[CH:30]=[CH:29][C:7]([CH2:8][CH2:9][NH:10][C:11](=[O:28])[CH2:12][S:13][C:14]2[CH:19]=[CH:18][C:17]([NH:20][C:21](=[O:27])[O:22][C:23]([CH3:25])([CH3:26])[CH3:24])=[CH:16][CH:15]=2)=[CH:6][CH:5]=1, predict the reactants needed to synthesize it. The reactants are: [N+:1]([C:4]1[CH:30]=[CH:29][C:7]([CH2:8][CH2:9][NH:10][C:11](=[O:28])[CH2:12][S:13][C:14]2[CH:19]=[CH:18][C:17]([NH:20][C:21](=[O:27])[O:22][C:23]([CH3:26])([CH3:25])[CH3:24])=[CH:16][CH:15]=2)=[CH:6][CH:5]=1)([O-])=O.O.O.[Sn](Cl)Cl. (2) Given the product [C:11]([Cl:3])(=[O:12])[C:9]1[C:8](=[CH:7][CH:6]=[CH:5][CH:10]=1)[OH:14], predict the reactants needed to synthesize it. The reactants are: S(Cl)([Cl:3])=O.[CH:5]1[CH:10]=[C:9]([C:11](O)=[O:12])[C:8]([OH:14])=[CH:7][CH:6]=1.CN(C=O)C. (3) Given the product [CH3:26][N:5]1[C:6]2[CH:11]=[CH:10][C:9]([O:12][S:13]([C:16]3[CH:21]=[CH:20][CH:19]=[C:18]([Cl:22])[C:17]=3[Cl:23])(=[O:15])=[O:14])=[CH:8][C:7]=2[C:2]([CH3:25])([CH3:1])[O:3][C:4]1=[O:24], predict the reactants needed to synthesize it. The reactants are: [CH3:1][C:2]1([CH3:25])[C:7]2[CH:8]=[C:9]([O:12][S:13]([C:16]3[CH:21]=[CH:20][CH:19]=[C:18]([Cl:22])[C:17]=3[Cl:23])(=[O:15])=[O:14])[CH:10]=[CH:11][C:6]=2[NH:5][C:4](=[O:24])[O:3]1.[C:26](=O)([O-])[O-].[K+].[K+].CI. (4) Given the product [CH:42]1([C:40]([N:37]2[CH2:38][CH2:39][N:34]([S:31]([C:26]3[CH:27]=[CH:28][CH:29]=[CH:30][C:25]=3[C:6]3[CH:5]=[CH:4][C:3]([C:17]4[N:18]=[CH:19][C:20]([NH2:23])=[N:21][CH:22]=4)=[C:2]([F:1])[CH:7]=3)(=[O:33])=[O:32])[CH2:35][CH2:36]2)=[O:41])[CH2:43][CH2:44]1, predict the reactants needed to synthesize it. The reactants are: [F:1][C:2]1[CH:7]=[C:6](B2OC(C)(C)C(C)(C)O2)[CH:5]=[CH:4][C:3]=1[C:17]1[N:18]=[CH:19][C:20]([NH2:23])=[N:21][CH:22]=1.Br[C:25]1[CH:30]=[CH:29][CH:28]=[CH:27][C:26]=1[S:31]([N:34]1[CH2:39][CH2:38][N:37]([C:40]([CH:42]2[CH2:44][CH2:43]2)=[O:41])[CH2:36][CH2:35]1)(=[O:33])=[O:32]. (5) Given the product [C:8]([C:11]1[C:19]2[C:14](=[CH:15][CH:16]=[C:17]([N:20]3[CH2:25][CH2:24][N:23]([C:1](=[O:2])[CH3:3])[CH2:22][CH2:21]3)[CH:18]=2)[N:13]([CH2:26][C:27]([O:29][C:30]([CH3:33])([CH3:32])[CH3:31])=[O:28])[CH:12]=1)(=[O:10])[CH3:9], predict the reactants needed to synthesize it. The reactants are: [C:1](O)([C:3](F)(F)F)=[O:2].[C:8]([C:11]1[C:19]2[C:14](=[CH:15][CH:16]=[C:17]([N:20]3[CH2:25][CH2:24][NH:23][CH2:22][CH2:21]3)[CH:18]=2)[N:13]([CH2:26][C:27]([O:29][C:30]([CH3:33])([CH3:32])[CH3:31])=[O:28])[CH:12]=1)(=[O:10])[CH3:9].CCN(C(C)C)C(C)C.C(Cl)(C)=O. (6) Given the product [NH2:1][C:2]1[CH:7]=[CH:6][C:5]([CH2:8][CH2:9][OH:10])=[CH:4][C:3]=1[Br:18], predict the reactants needed to synthesize it. The reactants are: [NH2:1][C:2]1[CH:7]=[CH:6][C:5]([CH2:8][CH2:9][OH:10])=[CH:4][CH:3]=1.C1C(=O)N([Br:18])C(=O)C1. (7) Given the product [CH3:1][C@H:2]1[O:7][C@@H:6]([CH3:8])[CH2:5][N:4]([C:9]2[C:16]([F:17])=[CH:15][C:14]([C:18]#[C:19][C:21]3[CH:26]=[N:25][CH:24]=[CH:23][N:22]=3)=[CH:13][C:10]=2[CH:11]=[O:12])[CH2:3]1, predict the reactants needed to synthesize it. The reactants are: [CH3:1][C@@H:2]1[O:7][C@H:6]([CH3:8])[CH2:5][N:4]([C:9]2[C:16]([F:17])=[CH:15][C:14]([C:18]#[CH:19])=[CH:13][C:10]=2[CH:11]=[O:12])[CH2:3]1.Br[C:21]1[CH:26]=[N:25][CH:24]=[CH:23][N:22]=1.